From a dataset of Forward reaction prediction with 1.9M reactions from USPTO patents (1976-2016). Predict the product of the given reaction. Given the reactants [CH2:1]([C:8]1[NH:12][N:11]=[C:10]([C:13]([O:15][CH2:16][CH3:17])=[O:14])[N:9]=1)[C:2]1[CH:7]=[CH:6][CH:5]=[CH:4][CH:3]=1.Cl[C:19]1[N:24]=[CH:23][C:22]([S:25]([NH2:28])(=[O:27])=[O:26])=[CH:21][CH:20]=1.CC(C)([O-])C.[K+], predict the reaction product. The product is: [NH2:28][S:25]([C:22]1[CH:21]=[CH:20][C:19]([N:12]2[C:8]([CH2:1][C:2]3[CH:7]=[CH:6][CH:5]=[CH:4][CH:3]=3)=[N:9][C:10]([C:13]([O:15][CH2:16][CH3:17])=[O:14])=[N:11]2)=[N:24][CH:23]=1)(=[O:27])=[O:26].